From a dataset of Catalyst prediction with 721,799 reactions and 888 catalyst types from USPTO. Predict which catalyst facilitates the given reaction. (1) Reactant: [OH:1][CH:2]1[C:7]2[NH:8][C:9]3[CH:10]=[CH:11][C:12]([CH3:15])=[CH:13][C:14]=3[C:6]=2[C:5](=[O:16])[N:4]([CH3:17])[CH2:3]1.[CH3:18][C:19]1[CH:24]=[CH:23][C:22]([CH:25]=[CH2:26])=[CH:21][N:20]=1.[OH-].[K+]. Product: [OH:1][CH:2]1[C:7]2[N:8]([CH2:26][CH2:25][C:22]3[CH:21]=[N:20][C:19]([CH3:18])=[CH:24][CH:23]=3)[C:9]3[CH:10]=[CH:11][C:12]([CH3:15])=[CH:13][C:14]=3[C:6]=2[C:5](=[O:16])[N:4]([CH3:17])[CH2:3]1. The catalyst class is: 37. (2) Reactant: Cl.[NH2:2][C@H:3]([C:14]([O:16][CH3:17])=[O:15])[CH2:4][C:5]1[C:13]2[C:8](=[CH:9][CH:10]=[CH:11][CH:12]=2)[NH:7][CH:6]=1.C(N(CC)CC)C.[CH3:25][C:26]1[CH:36]=[CH:35][C:29]([CH:30]=[CH:31][C:32](O)=[O:33])=[CH:28][CH:27]=1.CCN=C=NCCCN(C)C.Cl. Product: [CH3:25][C:26]1[CH:36]=[CH:35][C:29]([CH:30]=[CH:31][C:32]([NH:2][C@H:3]([C:14]([O:16][CH3:17])=[O:15])[CH2:4][C:5]2[C:13]3[C:8](=[CH:9][CH:10]=[CH:11][CH:12]=3)[NH:7][CH:6]=2)=[O:33])=[CH:28][CH:27]=1. The catalyst class is: 2. (3) Reactant: [Cl:1][C:2]1[C:3]([C:19]([N:21]2[CH2:26][CH2:25][CH:24]([N:27]3[CH2:31][CH2:30][CH2:29][CH2:28]3)[CH2:23][CH2:22]2)=[O:20])=[N:4][C:5](Cl)=[C:6]([C:8]2[CH:13]=[CH:12][CH:11]=[C:10]([C:14]([F:17])([F:16])[F:15])[CH:9]=2)[CH:7]=1.[CH3:32][O-:33].[Na+]. Product: [Cl:1][C:2]1[C:3]([C:19]([N:21]2[CH2:26][CH2:25][CH:24]([N:27]3[CH2:31][CH2:30][CH2:29][CH2:28]3)[CH2:23][CH2:22]2)=[O:20])=[N:4][C:5]([O:33][CH3:32])=[C:6]([C:8]2[CH:13]=[CH:12][CH:11]=[C:10]([C:14]([F:17])([F:16])[F:15])[CH:9]=2)[CH:7]=1. The catalyst class is: 5. (4) Reactant: [CH2:1]([O:5][CH:6]([C:8]1[CH:16]=[CH:15][C:11]([C:12]([OH:14])=O)=[CH:10][CH:9]=1)[CH3:7])[CH:2]([CH3:4])[CH3:3].F[P-](F)(F)(F)(F)F.N1(OC(N(C)C)=[N+](C)C)C2N=CC=CC=2N=N1.C(N(CC)CC)C.[NH2:48][CH2:49][C:50]1[C:51]([OH:58])=[N:52][C:53]([CH3:57])=[CH:54][C:55]=1[CH3:56]. Product: [OH:58][C:51]1[C:50]([CH2:49][NH:48][C:12](=[O:14])[C:11]2[CH:10]=[CH:9][C:8]([CH:6]([O:5][CH2:1][CH:2]([CH3:3])[CH3:4])[CH3:7])=[CH:16][CH:15]=2)=[C:55]([CH3:56])[CH:54]=[C:53]([CH3:57])[N:52]=1. The catalyst class is: 4. (5) Reactant: [CH3:1][O:2][C:3]1[CH:4]=[C:5]([CH:8]=[C:9]([O:11][CH3:12])[CH:10]=1)[CH:6]=O.[NH2:13][C:14]1[CH:19]=[CH:18][C:17]([CH2:20][C:21]([OH:23])=[O:22])=[CH:16][CH:15]=1.[C:24](OC(=O)C)(=[O:26])[CH3:25].C(N(CC)CC)C.Cl. Product: [C:24]([NH:13][C:14]1[CH:15]=[CH:16][C:17]([C:20](=[CH:6][C:5]2[CH:4]=[C:3]([O:2][CH3:1])[CH:10]=[C:9]([O:11][CH3:12])[CH:8]=2)[C:21]([OH:23])=[O:22])=[CH:18][CH:19]=1)(=[O:26])[CH3:25]. The catalyst class is: 22. (6) Reactant: [CH3:1][C:2]1[C:6]2=[C:7]([OH:12])[CH:8]=[C:9]([CH3:11])[CH:10]=[C:5]2[O:4][N:3]=1.F[C:14]1[CH:19]=[CH:18][C:17]([N+:20]([O-:22])=[O:21])=[CH:16][CH:15]=1.C(=O)([O-])[O-].[K+].[K+]. Product: [CH3:1][C:2]1[C:6]2[C:7]([O:12][C:14]3[CH:19]=[CH:18][C:17]([N+:20]([O-:22])=[O:21])=[CH:16][CH:15]=3)=[CH:8][C:9]([CH3:11])=[CH:10][C:5]=2[O:4][N:3]=1. The catalyst class is: 10. (7) Product: [Br:14][C:15]1[C:26]2[C:18](=[CH:19][C:20]([C:29]3[CH:34]=[CH:33][CH:32]=[CH:31][C:30]=3[Cl:35])=[C:21]3[C:25]=2[C:24](=[O:27])[NH:23][C:22]3=[O:28])[N:17]([CH2:36][CH2:37][C:38]([OH:3])=[O:39])[CH:16]=1. Reactant: CC(C)=[O:3].OS(O)(=O)=O.O=[Cr](=O)=O.[Br:14][C:15]1[C:26]2[C:18](=[CH:19][C:20]([C:29]3[CH:34]=[CH:33][CH:32]=[CH:31][C:30]=3[Cl:35])=[C:21]3[C:25]=2[C:24](=[O:27])[NH:23][C:22]3=[O:28])[N:17]([CH2:36][CH2:37][CH2:38][OH:39])[CH:16]=1. The catalyst class is: 95.